Task: Predict the reactants needed to synthesize the given product.. Dataset: Full USPTO retrosynthesis dataset with 1.9M reactions from patents (1976-2016) (1) Given the product [OH:1][C@H:2]1[CH2:6][N:5]([CH2:7][C:8]2[CH:13]=[CH:12][CH:11]=[C:10]([C:14]([F:15])([F:16])[F:17])[CH:9]=2)[C@@H:4]([C:18]([NH:23][C@H:24]([C:27]2[CH:36]=[CH:35][C:30]([C:31]([O:33][CH3:34])=[O:32])=[CH:29][CH:28]=2)[CH3:25])=[O:20])[CH2:3]1, predict the reactants needed to synthesize it. The reactants are: [OH:1][C@H:2]1[CH2:6][N:5]([CH2:7][C:8]2[CH:13]=[CH:12][CH:11]=[C:10]([C:14]([F:17])([F:16])[F:15])[CH:9]=2)[C@@H:4]([C:18]([O-:20])=O)[CH2:3]1.[Li+].Cl.[NH2:23][C:24]1([C:27]2[CH:36]=[CH:35][C:30]([C:31]([O:33][CH3:34])=[O:32])=[CH:29][CH:28]=2)C[CH2:25]1. (2) Given the product [CH:11]([N:8]1[C:6]2[N:7]=[C:2]([N:29]3[CH2:30][CH2:31][N:26]([CH3:25])[CH2:27][CH2:28]3)[CH:3]=[C:4]([C:14]([O:16][CH2:17][CH3:18])=[O:15])[C:5]=2[CH:10]=[N:9]1)([CH3:13])[CH3:12], predict the reactants needed to synthesize it. The reactants are: Br[C:2]1[CH:3]=[C:4]([C:14]([O:16][CH2:17][CH3:18])=[O:15])[C:5]2[CH:10]=[N:9][N:8]([CH:11]([CH3:13])[CH3:12])[C:6]=2[N:7]=1.C([O-])([O-])=O.[K+].[K+].[CH3:25][N:26]1[CH2:31][CH2:30][NH:29][CH2:28][CH2:27]1. (3) Given the product [NH2:9][C:8]1[C:3]([O:2][CH3:1])=[CH:4][CH:5]=[CH:6][C:7]=1[C:12]([NH:23][C:22]1[CH:24]=[CH:25][C:19]([CH:15]([CH2:17][CH3:18])[CH3:16])=[CH:20][CH:21]=1)=[O:13], predict the reactants needed to synthesize it. The reactants are: [CH3:1][O:2][C:3]1[C:8]2[NH:9]C(=O)O[C:12](=[O:13])[C:7]=2[CH:6]=[CH:5][CH:4]=1.[CH:15]([C:19]1[CH:25]=[CH:24][C:22]([NH2:23])=[CH:21][CH:20]=1)([CH2:17][CH3:18])[CH3:16]. (4) Given the product [C:8]([S:11](/[N:13]=[CH:21]/[CH:23]1[O:28][CH2:27][CH2:26][N:25]([C:29]([O:31][C:32]([CH3:33])([CH3:35])[CH3:34])=[O:30])[CH2:24]1)=[O:12])([CH3:10])([CH3:9])[CH3:7], predict the reactants needed to synthesize it. The reactants are: C(=O)([O-])[O-].[Cs+].[Cs+].[CH3:7][C:8]([S@:11]([NH2:13])=[O:12])([CH3:10])[CH3:9].CC([S@@](N)=O)(C)C.[CH:21]([CH:23]1[O:28][CH2:27][CH2:26][N:25]([C:29]([O:31][C:32]([CH3:35])([CH3:34])[CH3:33])=[O:30])[CH2:24]1)=O.